From a dataset of Drug-target binding data from BindingDB using Ki measurements. Regression. Given a target protein amino acid sequence and a drug SMILES string, predict the binding affinity score between them. We predict pKi (pKi = -log10(Ki in M); higher means stronger inhibition). Dataset: bindingdb_ki. (1) The drug is NS(=O)(=O)Cc1noc2ccccc12. The target protein sequence is VDSSGTWCYDSQDPKCGPAHWKELAPACGGPTQSPINIDLRLVQRDYTLKPFIFQGYDSAPQDPWVLENDGHTVLLRVNSCQQNCPAIRGAGLPSPEYRLLQLHFHWGSPGHQGSEHSLDEKHGSMEMHMVHMNTKYQSMEDARSQPDGFAILAVLLVEEDRDNTNFSAIVSGLKNLSSPGVAVNLTSTFALASLLPSALRLLRYYRYSGSLTTPGCEPAVLWTVFENTVPIGHAQVVQFQAVLQTGPPGLHPRPLTSNFRPQQPLGGRRISASPEASVRSSVSTLPCLHLALVGLGVGLRLWQGP. The pKi is 6.2. (2) The compound is NC(=[NH2+])Nc1ccc(F)cc1. The target protein (P00760) has sequence MKTFIFLALLGAAVAFPVDDDDKIVGGYTCGANTVPYQVSLNSGYHFCGGSLINSQWVVSAAHCYKSGIQVRLGEDNINVVEGNEQFISASKSIVHPSYNSNTLNNDIMLIKLKSAASLNSRVASISLPTSCASAGTQCLISGWGNTKSSGTSYPDVLKCLKAPILSDSSCKSAYPGQITSNMFCAGYLEGGKDSCQGDSGGPVVCSGKLQGIVSWGSGCAQKNKPGVYTKVCNYVSWIKQTIASN. The pKi is 3.1. (3) The compound is Cc1cc(N)nc(COC[C@H]2C[C@H](OCc3cc(C)cc(N)n3)CN2)c1. The target protein (P29476) has sequence MEENTFGVQQIQPNVISVRLFKRKVGGLGFLVKERVSKPPVIISDLIRGGAAEQSGLIQAGDIILAVNDRPLVDLSYDSALEVLRGIASETHVVLILRGPEGFTTHLETTFTGDGTPKTIRVTQPLGPPTKAVDLSHQPSASKDQSLAVDRVTGLGNGPQHAQGHGQGAGSVSQANGVAIDPTMKSTKANLQDIGEHDELLKEIEPVLSILNSGSKATNRGGPAKAEMKDTGIQVDRDLDGKSHKAPPLGGDNDRVFNDLWGKDNVPVILNNPYSEKEQSPTSGKQSPTKNGSPSRCPRFLKVKNWETDVVLTDTLHLKSTLETGCTEHICMGSIMLPSQHTRKPEDVRTKDQLFPLAKEFLDQYYSSIKRFGSKAHMDRLEEVNKEIESTSTYQLKDTELIYGAKHAWRNASRCVGRIQWSKLQVFDARDCTTAHGMFNYICNHVKYATNKGNLRSAITIFPQRTDGKHDFRVWNSQLIRYAGYKQPDGSTLGDPANVQ.... The pKi is 8.0. (4) The drug is CCn1cnc2c(-c3ccc(F)c(-c4cc(F)cc(C(=O)NC)c4)c3)cnnc21. The target protein (P47869) has sequence MKTKLNIYNMQFLLFVFLVWDPARLVLANIQEDEAKNNITIFTRILDRLLDGYDNRLRPGLGDSITEVFTNIYVTSFGPVSDTDMEYTIDVFFRQKWKDERLKFKGPMNILRLNNLMASKIWTPDTFFHNGKKSVAHNMTMPNKLLRIQDDGTLLYTMRLTVQAECPMHLEDFPMDAHSCPLKFGSYAYTTSEVTYIWTYNASDSVQVAPDGSRLNQYDLLGQSIGKETIKSSTGEYTVMTAHFHLKRKIGYFVIQTYLPCIMTVILSQVSFWLNRESVPARTVFGVTTVLTMTTLSISARNSLPKVAYATAMDWFIAVCYAFVFSALIEFATVNYFTKRGWAWDGKSVVNDKKKEKASVMIQNNAYAVAVANYAPNLSKDPVLSTISKSATTPEPNKKPENKPAEAKKTFNSVSKIDRMSRIVFPVLFGTFNLVYWATYLNREPVLGVSP. The pKi is 7.3. (5) The small molecule is CN(C)c1cccc2c(S(=O)(=O)NCCCCCCN3C[C@H](O)[C@@H](O)[C@@H](O)[C@H]3CO)cccc12. The target protein (P00722) has sequence MTMITDSLAVVLQRRDWENPGVTQLNRLAAHPPFASWRNSEEARTDRPSQQLRSLNGEWRFAWFPAPEAVPESWLECDLPEADTVVVPSNWQMHGYDAPIYTNVTYPITVNPPFVPTENPTGCYSLTFNVDESWLQEGQTRIIFDGVNSAFHLWCNGRWVGYGQDSRLPSEFDLSAFLRAGENRLAVMVLRWSDGSYLEDQDMWRMSGIFRDVSLLHKPTTQISDFHVATRFNDDFSRAVLEAEVQMCGELRDYLRVTVSLWQGETQVASGTAPFGGEIIDERGGYADRVTLRLNVENPKLWSAEIPNLYRAVVELHTADGTLIEAEACDVGFREVRIENGLLLLNGKPLLIRGVNRHEHHPLHGQVMDEQTMVQDILLMKQNNFNAVRCSHYPNHPLWYTLCDRYGLYVVDEANIETHGMVPMNRLTDDPRWLPAMSERVTRMVQRDRNHPSVIIWSLGNESGHGANHDALYRWIKSVDPSRPVQYEGGGADTTATDII.... The pKi is 6.7. (6) The compound is COC(=O)[C@H]1[C@@H](O)CC[C@H]2CN3CCc4c([nH]c5ccccc45)[C@@H]3C[C@@H]21. The target protein (P18825) has sequence MASPALAAALAVAAAAGPNASGAGERGSGGVANASGASWGPPRGQYSAGAVAGLAAVVGFLIVFTVVGNVLVVIAVLTSRALRAPQNLFLVSLASADILVATLVMPFSLANELMAYWYFGQVWCGVYLALDVLFCTSSIVHLCAISLDRYWSVTQAVEYNLKRTPRRVKATIVAVWLISAVISFPPLVSLYRQPDGAAYPQCGLNDETWYILSSCIGSFFAPCLIMGLVYARIYRVAKLRTRTLSEKRAPVGPDGASPTTENGLGAAAGAGENGHCAPPPADVEPDESSAAAERRRRRGALRRGGRRRAGAEGGAGGADGQGAGPGAAESGALTASRSPGPGGRLSRASSRSVEFFLSRRRRARSSVCRRKVAQAREKRFTFVLAVVMGVFVLCWFPFFFSYSLYGICREACQVPGPLFKFFFWIGYCNSSLNPVIYTVFNQDFRRSFKHILFRRRRRGFRQ. The pKi is 9.4.